Dataset: Reaction yield outcomes from USPTO patents with 853,638 reactions. Task: Predict the reaction yield, written as a fraction of the theoretical maximum amount of product (1.0 means a 100% yield; for example, 0.34 means a 34% yield). (1) The reactants are [CH3:1][O:2][C:3]([CH:5]1[CH2:13][C:12]2[C:7](=[CH:8][CH:9]=[CH:10][CH:11]=2)[CH2:6]1)=[O:4].[Li+].[CH3:15][Si]([N-][Si](C)(C)C)(C)C.CI. The catalyst is C1COCC1. The product is [CH3:1][O:2][C:3]([C:5]1([CH3:15])[CH2:13][C:12]2[C:7](=[CH:8][CH:9]=[CH:10][CH:11]=2)[CH2:6]1)=[O:4]. The yield is 0.0900. (2) The reactants are Cl.[N:2]1[CH:7]=[CH:6][CH:5]=[CH:4][C:3]=1[C:8](Cl)=[O:9].[CH3:11][C:12]1[C:17]([NH:18][C:19]2[N:24]=[C:23]([C:25]3[CH:26]=[N:27][CH:28]=[CH:29][CH:30]=3)[CH:22]=[CH:21][N:20]=2)=[CH:16][C:15]([NH2:31])=[CH:14][N:13]=1. The catalyst is N1C=CC=CC=1. The product is [CH3:11][C:12]1[N:13]=[CH:14][C:15]([NH:31][C:8](=[O:9])[C:3]2[CH:4]=[CH:5][CH:6]=[CH:7][N:2]=2)=[CH:16][C:17]=1[NH:18][C:19]1[N:24]=[C:23]([C:25]2[CH:26]=[N:27][CH:28]=[CH:29][CH:30]=2)[CH:22]=[CH:21][N:20]=1. The yield is 0.150. (3) The product is [O:18]1[CH2:20][CH:19]1[CH2:21][N:15]1[CH2:16][CH2:17][N:12]([C:10]2[S:9][N:8]=[C:7]([C:1]3[CH:2]=[CH:3][CH:4]=[CH:5][CH:6]=3)[N:11]=2)[CH2:13][CH2:14]1. The yield is 0.600. The reactants are [C:1]1([C:7]2[N:11]=[C:10]([N:12]3[CH2:17][CH2:16][NH:15][CH2:14][CH2:13]3)[S:9][N:8]=2)[CH:6]=[CH:5][CH:4]=[CH:3][CH:2]=1.[O:18]1[CH2:20][CH:19]1[CH2:21]OS(C1C=CC=C([N+]([O-])=O)C=1)(=O)=O. No catalyst specified. (4) The product is [C:1]([O:5][CH2:6][C@H:7]([CH3:28])[O:8][C:9]1[CH:10]=[C:11]([CH:14]=[C:15]([O:17][C:18]2[CH:23]=[CH:22][C:21]([S:24]([CH3:27])(=[O:26])=[O:25])=[CH:20][CH:19]=2)[CH:16]=1)[C:12]([OH:30])=[O:29])([CH3:4])([CH3:3])[CH3:2]. The reactants are [C:1]([O:5][CH2:6][C@H:7]([CH3:28])[O:8][C:9]1[CH:10]=[C:11]([CH:14]=[C:15]([O:17][C:18]2[CH:23]=[CH:22][C:21]([S:24]([CH3:27])(=[O:26])=[O:25])=[CH:20][CH:19]=2)[CH:16]=1)[C:12]#N)([CH3:4])([CH3:3])[CH3:2].[OH2:29].[OH-:30].[Na+]. The yield is 0.699. The catalyst is C(O)C. (5) The reactants are Br[C:2]1[N:7]=[CH:6][C:5]([C:8]2[CH:9]=[N:10][C:11]([NH2:26])=[C:12]([O:14][CH:15]([C:17]3[C:22]([Cl:23])=[CH:21][CH:20]=[C:19]([F:24])[C:18]=3[Cl:25])[CH3:16])[CH:13]=2)=[CH:4][CH:3]=1.[N:27]1([CH:32]2[CH2:37][CH2:36][NH:35][CH2:34][CH2:33]2)[CH2:31][CH2:30][CH2:29][CH2:28]1. The catalyst is CN1CCCC1=O. The product is [Cl:25][C:18]1[C:19]([F:24])=[CH:20][CH:21]=[C:22]([Cl:23])[C:17]=1[CH:15]([O:14][C:12]1[CH:13]=[C:8]([C:5]2[CH:4]=[CH:3][C:2]([N:35]3[CH2:36][CH2:37][CH:32]([N:27]4[CH2:31][CH2:30][CH2:29][CH2:28]4)[CH2:33][CH2:34]3)=[N:7][CH:6]=2)[CH:9]=[N:10][C:11]=1[NH2:26])[CH3:16]. The yield is 0.500.